Predict which catalyst facilitates the given reaction. From a dataset of Catalyst prediction with 721,799 reactions and 888 catalyst types from USPTO. Reactant: C[O:2][C:3](=[O:29])[CH2:4][C:5]1[CH:6]=[C:7]([C:13]2[CH:18]=[CH:17][C:16]([C:19]([F:22])([F:21])[F:20])=[CH:15][C:14]=2[CH2:23][N:24]([C:26](=[O:28])[CH3:27])[CH3:25])[C:8]([O:11][CH3:12])=[CH:9][CH:10]=1.CO.[OH-].[Na+]. Product: [C:26]([N:24]([CH2:23][C:14]1[CH:15]=[C:16]([C:19]([F:20])([F:22])[F:21])[CH:17]=[CH:18][C:13]=1[C:7]1[C:8]([O:11][CH3:12])=[CH:9][CH:10]=[C:5]([CH2:4][C:3]([OH:29])=[O:2])[CH:6]=1)[CH3:25])(=[O:28])[CH3:27]. The catalyst class is: 677.